From a dataset of Forward reaction prediction with 1.9M reactions from USPTO patents (1976-2016). Predict the product of the given reaction. The product is: [Cl:21][C:18]1[CH:19]=[C:20]2[C:15]([C:14](=[O:22])[NH:13][C@@:12]2([CH2:11][CH2:10][CH2:9][NH:8][C:43](=[O:44])[O:42][CH3:41])[CH2:23][CH2:24][NH:25][CH3:33])=[CH:16][CH:17]=1. Given the reactants FC(F)(F)C(O)=O.[NH2:8][CH2:9][CH2:10][CH2:11][C@:12]1([CH2:23][CH2:24][N:25]([CH3:33])C(=O)OC(C)(C)C)[C:20]2[C:15](=[CH:16][CH:17]=[C:18]([Cl:21])[CH:19]=2)[C:14](=[O:22])[NH:13]1.C(N(CC)CC)C.[CH3:41][O:42][C:43](Cl)=[O:44].C(O)(C(F)(F)F)=O, predict the reaction product.